From a dataset of NCI-60 drug combinations with 297,098 pairs across 59 cell lines. Regression. Given two drug SMILES strings and cell line genomic features, predict the synergy score measuring deviation from expected non-interaction effect. (1) Drug 1: C1=NC2=C(N1)C(=S)N=C(N2)N. Drug 2: CC1=C2C(C(=O)C3(C(CC4C(C3C(C(C2(C)C)(CC1OC(=O)C(C(C5=CC=CC=C5)NC(=O)OC(C)(C)C)O)O)OC(=O)C6=CC=CC=C6)(CO4)OC(=O)C)O)C)O. Cell line: OVCAR3. Synergy scores: CSS=61.1, Synergy_ZIP=-4.88, Synergy_Bliss=-5.95, Synergy_Loewe=-3.92, Synergy_HSA=-0.722. (2) Drug 1: C1=CC(=CC=C1C#N)C(C2=CC=C(C=C2)C#N)N3C=NC=N3. Drug 2: CCC1(CC2CC(C3=C(CCN(C2)C1)C4=CC=CC=C4N3)(C5=C(C=C6C(=C5)C78CCN9C7C(C=CC9)(C(C(C8N6C=O)(C(=O)OC)O)OC(=O)C)CC)OC)C(=O)OC)O.OS(=O)(=O)O. Cell line: OVCAR3. Synergy scores: CSS=51.1, Synergy_ZIP=-3.89, Synergy_Bliss=-8.08, Synergy_Loewe=-9.80, Synergy_HSA=-6.45. (3) Drug 1: CC1=C(C=C(C=C1)NC(=O)C2=CC=C(C=C2)CN3CCN(CC3)C)NC4=NC=CC(=N4)C5=CN=CC=C5. Drug 2: CC(C)CN1C=NC2=C1C3=CC=CC=C3N=C2N. Cell line: NCI-H322M. Synergy scores: CSS=4.97, Synergy_ZIP=-1.28, Synergy_Bliss=3.21, Synergy_Loewe=2.22, Synergy_HSA=2.32.